From a dataset of Full USPTO retrosynthesis dataset with 1.9M reactions from patents (1976-2016). Predict the reactants needed to synthesize the given product. (1) Given the product [NH2:7][C@@H:8]([CH2:9][CH:10]([CH3:12])[CH3:11])[CH2:13][NH:14][C@@H:15]([CH2:16][C:17]1[CH:18]=[CH:19][C:20]([O:23][CH2:24][C:25]2[CH:30]=[CH:29][CH:28]=[CH:27][CH:26]=2)=[CH:21][CH:22]=1)[C:31]([NH:32][C:33]([CH3:34])([CH3:35])[CH3:36])=[O:37], predict the reactants needed to synthesize it. The reactants are: C(OC(=O)[NH:7][CH:8]([CH2:13][NH:14][CH:15]([C:31](=[O:37])[NH:32][C:33]([CH3:36])([CH3:35])[CH3:34])[CH2:16][C:17]1[CH:22]=[CH:21][C:20]([O:23][CH2:24][C:25]2[CH:30]=[CH:29][CH:28]=[CH:27][CH:26]=2)=[CH:19][CH:18]=1)[CH2:9][CH:10]([CH3:12])[CH3:11])(C)(C)C. (2) The reactants are: [CH3:1][O:2][C:3]1[N:4]=[CH:5][C:6]([N:11]2[CH2:16][CH2:15][C:14]3[N:17]=[C:18]([NH2:20])[S:19][C:13]=3[CH2:12]2)=[N:7][C:8]=1[O:9][CH3:10].CCN(C(C)C)C(C)C.[C:30](OC(=O)C)(=[O:32])[CH3:31]. Given the product [CH3:1][O:2][C:3]1[N:4]=[CH:5][C:6]([N:11]2[CH2:16][CH2:15][C:14]3[N:17]=[C:18]([NH:20][C:30](=[O:32])[CH3:31])[S:19][C:13]=3[CH2:12]2)=[N:7][C:8]=1[O:9][CH3:10], predict the reactants needed to synthesize it.